Dataset: Forward reaction prediction with 1.9M reactions from USPTO patents (1976-2016). Task: Predict the product of the given reaction. (1) Given the reactants [Br:1][C:2]1[CH:3]=[C:4]([NH:9][C:10]([NH2:12])=[S:11])[CH:5]=[C:6]([Br:8])[CH:7]=1.BrBr.N, predict the reaction product. The product is: [Br:1][C:2]1[CH:7]=[C:6]([Br:8])[C:5]2[S:11][C:10]([NH2:12])=[N:9][C:4]=2[CH:3]=1. (2) Given the reactants [Cl:1][C:2]1[CH:7]=[C:6]([N+:8]([O-:10])=[O:9])[CH:5]=[C:4]([Cl:11])[C:3]=1[N:12]1[CH:22]=[C:15]2[CH:16]=[N+:17]([O-])[CH:18]=[C:19]([F:20])[C:14]2=[N:13]1.P(Cl)(Cl)([Cl:25])=O, predict the reaction product. The product is: [Cl:25][C:16]1[C:15]2=[CH:22][N:12]([C:3]3[C:2]([Cl:1])=[CH:7][C:6]([N+:8]([O-:10])=[O:9])=[CH:5][C:4]=3[Cl:11])[N:13]=[C:14]2[C:19]([F:20])=[CH:18][N:17]=1. (3) Given the reactants [C:1]([OH:9])(=[O:8])[C:2]([CH2:4][C:5]([OH:7])=[O:6])=[CH2:3].CN.C(C1C[N:18](C)[C:17](=O)C1)(O)=O, predict the reaction product. The product is: [C:1]([OH:9])(=[O:8])[C:2]([CH2:4][C:5]([OH:7])=[O:6])=[CH2:3].[CH3:17][NH2:18]. (4) Given the reactants C[C:2]1[N:3]=[CH:4][N:5]([C:7]([C:20]2[CH:25]=CC=CC=2)(C2C=CC=CC=2)C2C=CC=CC=2)[CH:6]=1.I[CH2:27]CC, predict the reaction product. The product is: [CH3:27][C:6]1[N:5]([CH2:7][CH2:20][CH3:25])[CH:4]=[N:3][CH:2]=1. (5) Given the reactants Br[C:2]1[CH:3]=[CH:4][C:5]2[NH:11][CH2:10][CH2:9][N:8]=[C:7]([C:12]3[CH:17]=[CH:16][CH:15]=[CH:14][CH:13]=3)[C:6]=2[CH:18]=1.CN(C)C=O.[F:24][C:25]1[CH:26]=[N:27][CH:28]=[CH:29][C:30]=1B(O)O.C(=O)([O-])[O-].[K+].[K+], predict the reaction product. The product is: [F:24][C:25]1[CH:26]=[N:27][CH:28]=[CH:29][C:30]=1[C:2]1[CH:3]=[CH:4][C:5]2[NH:11][CH2:10][CH2:9][N:8]=[C:7]([C:12]3[CH:17]=[CH:16][CH:15]=[CH:14][CH:13]=3)[C:6]=2[CH:18]=1. (6) Given the reactants CC1O[C:6]([CH3:14])([C:8]2[CH:13]=[CH:12][CH:11]=[CH:10][CH:9]=2)[CH2:5][CH:4]([CH3:15])[O:3]1.[H][H], predict the reaction product. The product is: [C:8]1([CH:6]([CH3:14])[CH2:5][CH:4]([OH:3])[CH3:15])[CH:13]=[CH:12][CH:11]=[CH:10][CH:9]=1.